This data is from Reaction yield outcomes from USPTO patents with 853,638 reactions. The task is: Predict the reaction yield, written as a fraction of the theoretical maximum amount of product (1.0 means a 100% yield; for example, 0.34 means a 34% yield). (1) The reactants are S(Cl)(Cl)=O.[C:5]([NH:13][NH:14][C:15](=[O:22])[CH2:16][CH2:17][C:18]([O:20][CH3:21])=[O:19])(=O)[C:6]1[CH:11]=[CH:10][CH:9]=[CH:8][CH:7]=1.N1C=CC=CC=1. The catalyst is O1CCCC1. The product is [C:6]1([C:5]2[O:22][C:15]([CH2:16][CH2:17][C:18]([O:20][CH3:21])=[O:19])=[N:14][N:13]=2)[CH:7]=[CH:8][CH:9]=[CH:10][CH:11]=1. The yield is 0.720. (2) The catalyst is O1CCOCC1.C1C=CC(P(C2C=CC=CC=2)[C-]2C=CC=C2)=CC=1.C1C=CC(P(C2C=CC=CC=2)[C-]2C=CC=C2)=CC=1.Cl[Pd]Cl.[Fe+2]. The product is [C:1]([C:4]1[N:9]=[C:8]([C:28]2[CH:27]=[CH:26][C:25]([O:24][C:23]3[CH:22]=[CH:21][C:20]([F:19])=[CH:41][CH:40]=3)=[CH:30][CH:29]=2)[N:7]=[C:6]([NH:11][CH2:12][C@H:13]([OH:18])[C:14]([OH:16])=[O:15])[CH:5]=1)(=[O:3])[NH2:2]. The yield is 0.0900. The reactants are [C:1]([C:4]1[N:9]=[C:8](Cl)[N:7]=[C:6]([NH:11][CH2:12][C@H:13]([OH:18])[C:14]([O:16]C)=[O:15])[CH:5]=1)(=[O:3])[NH2:2].[F:19][C:20]1[CH:41]=[CH:40][C:23]([O:24][C:25]2[CH:30]=[CH:29][C:28](B3OC(C)(C)C(C)(C)O3)=[CH:27][CH:26]=2)=[CH:22][CH:21]=1.C([O-])([O-])=O.[Na+].[Na+]. (3) The reactants are [NH3:1].[I:2][C:3]1[C:8]2[N:9]=[C:10]([CH3:14])[O:11][C:12](=O)[C:7]=2[CH:6]=[CH:5][C:4]=1[CH3:15]. The catalyst is CCOC(C)=O. The product is [I:2][C:3]1[C:4]([CH3:15])=[CH:5][CH:6]=[C:7]2[C:8]=1[N:9]=[C:10]([CH3:14])[NH:1][C:12]2=[O:11]. The yield is 0.940.